Dataset: Peptide-MHC class II binding affinity with 134,281 pairs from IEDB. Task: Regression. Given a peptide amino acid sequence and an MHC pseudo amino acid sequence, predict their binding affinity value. This is MHC class II binding data. The peptide sequence is SVKMFDAYVDTFSAT. The MHC is DRB1_0101 with pseudo-sequence DRB1_0101. The binding affinity (normalized) is 0.503.